This data is from Forward reaction prediction with 1.9M reactions from USPTO patents (1976-2016). The task is: Predict the product of the given reaction. (1) Given the reactants [NH2:1][C:2]1[CH:11]=[C:10]2[C:5]([CH2:6][CH2:7][N:8]([C:13]3[CH:14]=[N:15][CH:16]=[CH:17][C:18]=3[C:19]([F:22])([F:21])[F:20])[C:9]2=[O:12])=[CH:4][C:3]=1[CH3:23].[C:24]([O-:27])(=O)[CH3:25].[K+].C(OC(=O)C)(=O)C.C1OCCOCCOCCOCCOCCOC1.C(O[N:60]=O)CC(C)C, predict the reaction product. The product is: [C:24]([N:1]1[C:2]2[CH:11]=[C:10]3[C:5]([CH2:6][CH2:7][N:8]([C:13]4[CH:14]=[N:15][CH:16]=[CH:17][C:18]=4[C:19]([F:22])([F:21])[F:20])[C:9]3=[O:12])=[CH:4][C:3]=2[CH:23]=[N:60]1)(=[O:27])[CH3:25]. (2) Given the reactants [N:1]1([C:7]([C:9]2([C:21]#[N:22])[CH2:14][CH2:13][N:12]([S:15]([CH2:18][CH2:19][CH3:20])(=[O:17])=[O:16])[CH2:11][CH2:10]2)=[O:8])[CH2:6][CH2:5][O:4][CH2:3][CH2:2]1, predict the reaction product. The product is: [N:1]1([C:7]([C:9]2([CH2:21][NH2:22])[CH2:14][CH2:13][N:12]([S:15]([CH2:18][CH2:19][CH3:20])(=[O:17])=[O:16])[CH2:11][CH2:10]2)=[O:8])[CH2:6][CH2:5][O:4][CH2:3][CH2:2]1.